From a dataset of TCR-epitope binding with 47,182 pairs between 192 epitopes and 23,139 TCRs. Binary Classification. Given a T-cell receptor sequence (or CDR3 region) and an epitope sequence, predict whether binding occurs between them. (1) The epitope is FLNGSCGSV. The TCR CDR3 sequence is CASYGYTF. Result: 1 (the TCR binds to the epitope). (2) The epitope is ILKEPVHGV. The TCR CDR3 sequence is CASSFGGDEQHF. Result: 1 (the TCR binds to the epitope). (3) The epitope is SFHSLHLLF. The TCR CDR3 sequence is CASSQDRMDRAGEQYF. Result: 0 (the TCR does not bind to the epitope). (4) The epitope is VLAWLYAAV. The TCR CDR3 sequence is CSAPGQLYNEQFF. Result: 1 (the TCR binds to the epitope). (5) The epitope is AIMTRCLAV. The TCR CDR3 sequence is CASSQAQGGTEAFF. Result: 1 (the TCR binds to the epitope). (6) The epitope is GILGFVFTL. The TCR CDR3 sequence is CASSIVGTGTYEQYF. Result: 1 (the TCR binds to the epitope).